This data is from Catalyst prediction with 721,799 reactions and 888 catalyst types from USPTO. The task is: Predict which catalyst facilitates the given reaction. (1) Reactant: [O:1]1[CH2:5][CH2:4][CH2:3][CH:2]1[CH2:6][CH2:7][C:8](O)=[O:9].B.N#N. Product: [O:1]1[CH2:5][CH2:4][CH2:3][CH:2]1[CH2:6][CH2:7][CH2:8][OH:9]. The catalyst class is: 1. (2) Reactant: [C:1]([O:5][C:6]([NH:8][C@@H:9]1[CH2:14][C@H:13]([NH:15][C:16]([O:18][C:19]([CH3:22])([CH3:21])[CH3:20])=[O:17])[CH2:12][N:11]([C:23]2[C:28](Cl)=[C:27]([N:30]3[CH2:35][C@@H:34]([NH:36][C:37]([O:39][C:40]([CH3:43])([CH3:42])[CH3:41])=[O:38])[CH2:33][C@@H:32]([NH:44][C:45]([O:47][C:48]([CH3:51])([CH3:50])[CH3:49])=[O:46])[CH2:31]3)[N:26]=[C:25]([NH:52][C:53]3[CH:58]=[CH:57][C:56]([NH2:59])=[CH:55][CH:54]=3)[C:24]=2Cl)[CH2:10]1)=[O:7])([CH3:4])([CH3:3])[CH3:2].C([O-])=O.[NH4+]. Product: [C:1]([O:5][C:6]([NH:8][C@@H:9]1[CH2:14][C@H:13]([NH:15][C:16]([O:18][C:19]([CH3:20])([CH3:21])[CH3:22])=[O:17])[CH2:12][N:11]([C:23]2[CH:28]=[C:27]([N:30]3[CH2:31][C@@H:32]([NH:44][C:45]([O:47][C:48]([CH3:51])([CH3:50])[CH3:49])=[O:46])[CH2:33][C@@H:34]([NH:36][C:37]([O:39][C:40]([CH3:43])([CH3:42])[CH3:41])=[O:38])[CH2:35]3)[N:26]=[C:25]([NH:52][C:53]3[CH:58]=[CH:57][C:56]([NH2:59])=[CH:55][CH:54]=3)[CH:24]=2)[CH2:10]1)=[O:7])([CH3:2])([CH3:3])[CH3:4]. The catalyst class is: 19. (3) Reactant: Br[C:2]1[CH:7]=[CH:6][C:5]([S:8]([NH:11][C:12]2[CH:17]=[C:16]([N:18]3[CH2:23][C@H:22]([CH3:24])[NH:21][C@H:20]([CH3:25])[CH2:19]3)[CH:15]=[CH:14][C:13]=2[O:26][CH3:27])(=[O:10])=[O:9])=[CH:4][C:3]=1[F:28].[O:29]1[CH:33]=[CH:32][CH:31]=[C:30]1B(O)O.CC(C)([O-])C.[K+].B(O)O. Product: [CH3:25][C@H:20]1[NH:21][C@@H:22]([CH3:24])[CH2:23][N:18]([C:16]2[CH:15]=[CH:14][C:13]([O:26][CH3:27])=[C:12]([NH:11][S:8]([C:5]3[CH:6]=[CH:7][C:2]([C:30]4[O:29][CH:33]=[CH:32][CH:31]=4)=[C:3]([F:28])[CH:4]=3)(=[O:10])=[O:9])[CH:17]=2)[CH2:19]1. The catalyst class is: 108. (4) Reactant: [H-].[H-].[H-].[H-].[Li+].[Al+3].[CH:7]1([C:13]2[CH:21]=[CH:20][CH:19]=[CH:18][C:14]=2[C:15](O)=[O:16])[CH2:12][CH2:11][CH2:10][CH2:9][CH2:8]1.[OH-].[K+]. Product: [CH:7]1([C:13]2[CH:21]=[CH:20][CH:19]=[CH:18][C:14]=2[CH2:15][OH:16])[CH2:8][CH2:9][CH2:10][CH2:11][CH2:12]1. The catalyst class is: 6. (5) Reactant: [Cl:1][C:2]1[CH:3]=[CH:4][C:5]2[O:9][C:8](S)=[N:7][C:6]=2[CH:11]=1.[C:12](Cl)(=[O:16])[C:13](Cl)=O.CN(C=O)C.C([N:25]([CH2:28][CH3:29])[CH2:26][CH3:27])C.Cl.C(N(CC)CC)C.[C:38]([NH:45]CCN)([O:40][C:41]([CH3:44])([CH3:43])[CH3:42])=[O:39].C1CCN2C(=NCCC2)CC1. Product: [C:41]([O:40][C:38](=[O:39])[NH:45][CH2:29][CH2:28][N:25]([C:8]1[O:9][C:5]2[CH:4]=[CH:3][C:2]([Cl:1])=[CH:11][C:6]=2[N:7]=1)[CH2:26][CH2:27][C:12](=[O:16])[CH3:13])([CH3:44])([CH3:43])[CH3:42]. The catalyst class is: 34. (6) Reactant: [H-].[Na+].[NH:3]1[C:11]2[C:6](=[CH:7][CH:8]=[CH:9][CH:10]=2)[CH:5]=[CH:4]1.Br[CH:13]([CH3:19])[C:14]([O:16][CH2:17][CH3:18])=[O:15]. Product: [CH2:17]([O:16][C:14]([CH:13]([N:3]1[C:11]2[C:6](=[CH:7][CH:8]=[CH:9][CH:10]=2)[CH:5]=[CH:4]1)[CH3:19])=[O:15])[CH3:18]. The catalyst class is: 16.